From a dataset of Forward reaction prediction with 1.9M reactions from USPTO patents (1976-2016). Predict the product of the given reaction. Given the reactants [ClH:1].[F:2][C:3]1[CH:8]=[CH:7][CH:6]=[CH:5][C:4]=1[S:9]([C:12]1[CH:13]=[C:14]2[C:18](=[CH:19][CH:20]=1)[N:17]([CH:21]1[CH2:26][CH2:25][NH:24][CH2:23][CH2:22]1)[CH2:16][CH2:15]2)(=[O:11])=[O:10].[CH:27](=O)[CH2:28][CH3:29], predict the reaction product. The product is: [ClH:1].[F:2][C:3]1[CH:8]=[CH:7][CH:6]=[CH:5][C:4]=1[S:9]([C:12]1[CH:13]=[C:14]2[C:18](=[CH:19][CH:20]=1)[N:17]([CH:21]1[CH2:26][CH2:25][N:24]([CH2:27][CH2:28][CH3:29])[CH2:23][CH2:22]1)[CH2:16][CH2:15]2)(=[O:10])=[O:11].